From a dataset of Reaction yield outcomes from USPTO patents with 853,638 reactions. Predict the reaction yield, written as a fraction of the theoretical maximum amount of product (1.0 means a 100% yield; for example, 0.34 means a 34% yield). (1) The reactants are N.C(=O)([S:4][CH:5]1[CH2:10][CH:9]([CH3:11])[O:8][CH:7]([CH3:12])[CH2:6]1)C. No catalyst specified. The product is [CH3:12][C@@H:7]1[CH2:6][CH:5]([SH:4])[CH2:10][C@H:9]([CH3:11])[O:8]1. The yield is 0.790. (2) The reactants are [C:1]1([CH2:11][O:12][C:13]2[CH:18]=[CH:17][C:16]([CH2:19]O)=[CH:15][CH:14]=2)[C:10]2[C:5](=[CH:6][CH:7]=[CH:8][CH:9]=2)[CH:4]=[CH:3][CH:2]=1.N1C=CC=CC=1.P(Br)(Br)[Br:28]. The catalyst is C1(C)C=CC=CC=1. The product is [Br:28][CH2:19][C:16]1[CH:17]=[CH:18][C:13]([O:12][CH2:11][C:1]2[C:10]3[C:5](=[CH:6][CH:7]=[CH:8][CH:9]=3)[CH:4]=[CH:3][CH:2]=2)=[CH:14][CH:15]=1. The yield is 0.530. (3) The yield is 0.880. The product is [CH2:1]([C:5]1[C:9]([CH2:10][Cl:15])=[C:8]([CH3:12])[O:7][N:6]=1)[CH2:2][CH2:3][CH3:4]. The reactants are [CH2:1]([C:5]1[C:9]([CH2:10]O)=[C:8]([CH3:12])[O:7][N:6]=1)[CH2:2][CH2:3][CH3:4].S(Cl)([Cl:15])=O. The catalyst is ClCCl. (4) The reactants are C([O:3][C:4](=O)[CH:5]([CH3:13])[C:6]([C:8]1[O:9][CH:10]=[CH:11][CH:12]=1)=O)C.C(=O)(O)O.[NH2:19][C:20]([NH2:22])=[NH:21]. The catalyst is C(O)C. The product is [NH2:21][C:20]1[NH:22][C:4](=[O:3])[C:5]([CH3:13])=[C:6]([C:8]2[O:9][CH:10]=[CH:11][CH:12]=2)[N:19]=1. The yield is 0.620. (5) The reactants are [H-].[Na+].[Cl:3][C:4]1[CH:29]=[CH:28][C:7]2[O:8][C:9]3[CH:27]=[CH:26][CH:25]=[CH:24][C:10]=3[C@@H:11]3[C@H:16]([NH:17][C:18](=[O:23])[C:19]([F:22])([F:21])[F:20])[CH2:15][CH2:14][CH2:13][N:12]3[C:6]=2[CH:5]=1.[CH3:30]I. The catalyst is CN(C=O)C. The product is [Cl:3][C:4]1[CH:29]=[CH:28][C:7]2[O:8][C:9]3[CH:27]=[CH:26][CH:25]=[CH:24][C:10]=3[C@@H:11]3[C@H:16]([N:17]([CH3:30])[C:18](=[O:23])[C:19]([F:22])([F:21])[F:20])[CH2:15][CH2:14][CH2:13][N:12]3[C:6]=2[CH:5]=1. The yield is 0.900. (6) The reactants are [CH3:1][O:2][C:3]1[CH:10]=[CH:9][C:6]([CH2:7][OH:8])=[CH:5][CH:4]=1.OO.[OH-].[Na+]. The catalyst is S([O-])(O)(=O)=O.C([N+](CCCC)(CCCC)CCCC)CCC.[O-][W]([O-])(=O)=O.[Na+].[Na+].P([O-])(O)(O)=O.[Na+].P([O-])([O-])(O)=O.[Na+].[Na+].C1(C)C(C)=CC=CC=1. The product is [CH3:1][O:2][C:3]1[CH:4]=[CH:5][C:6]([CH:7]=[O:8])=[CH:9][CH:10]=1. The yield is 0.869.